Task: Predict the product of the given reaction.. Dataset: Forward reaction prediction with 1.9M reactions from USPTO patents (1976-2016) (1) Given the reactants [N+:1]([C:4]1[CH:5]=[C:6]2[C:11](=[CH:12][C:13]=1[CH:14]=O)[N:10]=[CH:9][CH:8]=[CH:7]2)([O-:3])=[O:2].[CH3:16][O:17][C:18]([CH:20]=P(C1C=CC=CC=1)(C1C=CC=CC=1)C1C=CC=CC=1)=[O:19], predict the reaction product. The product is: [CH3:16][O:17][C:18](=[O:19])/[CH:20]=[CH:14]/[C:13]1[CH:12]=[C:11]2[C:6]([CH:7]=[CH:8][CH:9]=[N:10]2)=[CH:5][C:4]=1[N+:1]([O-:3])=[O:2]. (2) Given the reactants [Cl-].[C:2]1([CH2:12][P+](C2C=CC=CC=2)(C2C=CC=CC=2)C2C=CC=CC=2)[C:11]2[C:6](=[CH:7][CH:8]=[CH:9][CH:10]=2)[CH:5]=[CH:4][CH:3]=1.[H-].[Na+].[C:34]([C:38]1[CH:45]=[CH:44][C:41]([CH:42]=O)=[CH:40][CH:39]=1)([CH3:37])([CH3:36])[CH3:35], predict the reaction product. The product is: [C:34]([C:38]1[CH:39]=[CH:40][C:41]([CH:42]=[CH:12][C:2]2[C:11]3[C:6](=[CH:7][CH:8]=[CH:9][CH:10]=3)[CH:5]=[CH:4][CH:3]=2)=[CH:44][CH:45]=1)([CH3:37])([CH3:35])[CH3:36].